This data is from Reaction yield outcomes from USPTO patents with 853,638 reactions. The task is: Predict the reaction yield, written as a fraction of the theoretical maximum amount of product (1.0 means a 100% yield; for example, 0.34 means a 34% yield). The product is [CH2:1]([O:8][C:9]1[CH:10]=[C:11]([CH:14]=[CH:15][C:16]=1[O:17][CH3:18])[C:12]#[N:25])[C:2]1[CH:7]=[CH:6][CH:5]=[CH:4][CH:3]=1. The reactants are [CH2:1]([O:8][C:9]1[CH:10]=[C:11]([CH:14]=[CH:15][C:16]=1[O:17][CH3:18])[CH:12]=O)[C:2]1[CH:7]=[CH:6][CH:5]=[CH:4][CH:3]=1.C([O-])(=O)C.[Na+].Cl.[NH2:25]O. The catalyst is C(O)(=O)C. The yield is 0.890.